From a dataset of Catalyst prediction with 721,799 reactions and 888 catalyst types from USPTO. Predict which catalyst facilitates the given reaction. (1) Reactant: C([O:3][C:4](/[CH:6]=[CH:7]/[C:8]1[C:17]([O:18][CH3:19])=[C:16]2[C:11]([CH:12]=[N:13][C:14]([NH:20][CH3:21])=[N:15]2)=[C:10]([C:22]2[CH:27]=[CH:26][CH:25]=[C:24]([Cl:28])[CH:23]=2)[CH:9]=1)=[O:5])C.[OH-].[Na+]. Product: [C:4](/[CH:6]=[CH:7]/[C:8]1[C:17]([O:18][CH3:19])=[C:16]2[C:11]([CH:12]=[N:13][C:14]([NH:20][CH3:21])=[N:15]2)=[C:10]([C:22]2[CH:27]=[CH:26][CH:25]=[C:24]([Cl:28])[CH:23]=2)[CH:9]=1)([OH:5])=[O:3]. The catalyst class is: 8. (2) Reactant: Cl[C:2]1[C:11]2[C:6](=CC(OC)=[C:9](OC)[CH:10]=2)N=CC=1.[N+:16]([C:19]1[CH:24]=[CH:23][CH:22]=[CH:21][C:20]=1O)([O-:18])=[O:17].CN(C1C=CC=CN=1)C.[N:35]1[C:40](C)=[CH:39][CH:38]=[CH:37][C:36]=1[CH3:42].C(=O)([O-])[O-:44].[K+].[K+]. Product: [CH3:6][C:11]1[CH:2]=[C:37]2[C:36](=[CH:42][C:10]=1[CH3:9])[N:35]=[CH:40][CH:39]=[C:38]2[O:44][C:22]1[CH:23]=[CH:24][C:19]([N+:16]([O-:18])=[O:17])=[CH:20][CH:21]=1. The catalyst class is: 72.